This data is from Peptide-MHC class I binding affinity with 185,985 pairs from IEDB/IMGT. The task is: Regression. Given a peptide amino acid sequence and an MHC pseudo amino acid sequence, predict their binding affinity value. This is MHC class I binding data. The peptide sequence is QEPGPVGPL. The MHC is HLA-B07:02 with pseudo-sequence HLA-B07:02. The binding affinity (normalized) is 0.213.